From a dataset of Reaction yield outcomes from USPTO patents with 853,638 reactions. Predict the reaction yield, written as a fraction of the theoretical maximum amount of product (1.0 means a 100% yield; for example, 0.34 means a 34% yield). (1) The yield is 0.690. The reactants are [N+]([C:4]1[CH:9]=[CH:8][CH:7]=[CH:6][C:5]=1[N+:10]([O-:12])=[O:11])([O-])=O.[F:13][C:14]1[CH:19]=[CH:18][C:17]([OH:20])=[CH:16][CH:15]=1.C(=O)([O-])[O-].[Cs+].[Cs+]. The product is [F:13][C:14]1[CH:19]=[CH:18][C:17]([O:20][C:9]2[CH:4]=[C:5]([N+:10]([O-:12])=[O:11])[CH:6]=[CH:7][CH:8]=2)=[CH:16][CH:15]=1. The catalyst is CS(C)=O.O. (2) The reactants are I[C:2]1[CH:7]=[CH:6][C:5]([O:8][C:9]([F:12])([F:11])[F:10])=[CH:4][CH:3]=1.[Br:13][C:14]1[CH:19]=[CH:18][C:17]([C:20]2[N:24]=[CH:23][NH:22][N:21]=2)=[CH:16][CH:15]=1.C(=O)([O-])[O-].[Cs+].[Cs+].OC1C=CC=C2C=1N=CC=C2. The catalyst is CN(C)C=O.O.[Cu]I. The product is [Br:13][C:14]1[CH:15]=[CH:16][C:17]([C:20]2[N:24]=[CH:23][N:22]([C:2]3[CH:7]=[CH:6][C:5]([O:8][C:9]([F:12])([F:11])[F:10])=[CH:4][CH:3]=3)[N:21]=2)=[CH:18][CH:19]=1. The yield is 0.500. (3) The reactants are [CH:1]([C:4]1[CH:9]=[CH:8][CH:7]=[C:6]([C:10]2[CH:15]=[CH:14][CH:13]=[CH:12][CH:11]=2)[C:5]=1[O:16]C)([CH3:3])[CH3:2].B(Br)(Br)Br.O.C(OCC)C. The catalyst is C(Cl)Cl. The product is [CH:1]([C:4]1[CH:9]=[CH:8][CH:7]=[C:6]([C:10]2[CH:15]=[CH:14][CH:13]=[CH:12][CH:11]=2)[C:5]=1[OH:16])([CH3:3])[CH3:2]. The yield is 0.940. (4) The reactants are C([O:4][C@@H:5]([CH3:31])[CH2:6][CH2:7][CH2:8][CH2:9][N:10]1[C:19](=[O:20])[C:18]2[N:17]([CH2:21][C:22]3[CH:27]=[CH:26][CH:25]=[CH:24][CH:23]=3)[C:16]([CH2:28][Cl:29])=[N:15][C:14]=2[N:13]([CH3:30])[C:11]1=[O:12])(=O)C.Cl. The catalyst is CCOCC. The product is [OH:4][C@@H:5]([CH3:31])[CH2:6][CH2:7][CH2:8][CH2:9][N:10]1[C:19](=[O:20])[C:18]2[N:17]([CH2:21][C:22]3[CH:23]=[CH:24][CH:25]=[CH:26][CH:27]=3)[C:16]([CH2:28][Cl:29])=[N:15][C:14]=2[N:13]([CH3:30])[C:11]1=[O:12]. The yield is 0.890. (5) The reactants are [CH3:1][O:2][C:3]1[CH:8]=[CH:7][C:6]([C:9]2[NH:13][N:12]=[C:11]([NH2:14])[CH:10]=2)=[CH:5][CH:4]=1.C(N(CC)C(C)C)(C)C.Br[CH2:25][CH2:26][CH2:27][CH2:28][C:29](Cl)=[O:30].[I-].[Na+].[C:34]([N:37]1[CH2:43][CH2:42][CH2:41][NH:40][CH2:39][CH2:38]1)(=[O:36])[CH3:35]. The catalyst is CN(C)C=O. The product is [C:34]([N:37]1[CH2:43][CH2:42][CH2:41][N:40]([CH2:25][CH2:26][CH2:27][CH2:28][C:29]([NH:14][C:11]2[CH:10]=[C:9]([C:6]3[CH:5]=[CH:4][C:3]([O:2][CH3:1])=[CH:8][CH:7]=3)[NH:13][N:12]=2)=[O:30])[CH2:39][CH2:38]1)(=[O:36])[CH3:35]. The yield is 0.990. (6) The reactants are [Cl:1][C:2]1[CH:3]=[CH:4][C:5]([OH:11])=[C:6]([C:8](=O)[CH3:9])[CH:7]=1.FC(F)(F)C(O)=O.C([SiH](CC)CC)C. The catalyst is C(Cl)Cl. The product is [Cl:1][C:2]1[CH:3]=[CH:4][C:5]([OH:11])=[C:6]([CH2:8][CH3:9])[CH:7]=1. The yield is 0.974. (7) The product is [F:1][C:2]1[CH:3]=[CH:4][C:5]2[C:6]3[C:11]([CH:12]([CH3:26])[N:13]([C:16]([C:17]4[CH:18]=[C:19]([OH:23])[CH:20]=[CH:21][CH:22]=4)=[O:25])[C:14]=2[CH:15]=1)=[CH:10][CH:9]=[CH:8][CH:7]=3. The catalyst is C1COCC1. The reactants are [F:1][C:2]1[CH:3]=[CH:4][C:5]2[C:6]3[C:11]([CH:12]([CH3:26])[N:13]([C:16](=[O:25])[C:17]4[CH:22]=[CH:21][CH:20]=[C:19]([O:23]C)[CH:18]=4)[C:14]=2[CH:15]=1)=[CH:10][CH:9]=[CH:8][CH:7]=3.FC1C=C(F)C=CC=1C1C=CC=CC=1C(NC(=O)C1C=CC=C(OC)C=1)C. The yield is 0.820.